This data is from Acute oral toxicity (LD50) regression data from Zhu et al.. The task is: Regression/Classification. Given a drug SMILES string, predict its toxicity properties. Task type varies by dataset: regression for continuous values (e.g., LD50, hERG inhibition percentage) or binary classification for toxic/non-toxic outcomes (e.g., AMES mutagenicity, cardiotoxicity, hepatotoxicity). Dataset: ld50_zhu. (1) The rat oral LD50 is 2.89, given as -log10 of the dose in mol/kg body weight (higher means more acutely toxic). The drug is OCC1CCc2cc(C3CCCCC3)ccc21. (2) The compound is CC(C)(C(=O)c1cccnc1)c1cccnc1. The rat oral LD50 is 2.64, given as -log10 of the dose in mol/kg body weight (higher means more acutely toxic). (3) The drug is CC12CCCC(C)(OC1)O2. The rat oral LD50 is 1.94, given as -log10 of the dose in mol/kg body weight (higher means more acutely toxic). (4) The molecule is Cc1c[nH]c2ccccc12. The rat oral LD50 is 1.58, given as -log10 of the dose in mol/kg body weight (higher means more acutely toxic). (5) The compound is Cc1c(C(C)C)c(=O)n(-c2ccccc2)n1C. The rat oral LD50 is 2.43, given as -log10 of the dose in mol/kg body weight (higher means more acutely toxic). (6) The molecule is CCN(CC)C(=O)SCc1ccc(Cl)cc1. The rat oral LD50 is 2.30, given as -log10 of the dose in mol/kg body weight (higher means more acutely toxic). (7) The drug is CCO[Si](CCC#N)(OCC)OCC. The rat oral LD50 is 1.59, given as -log10 of the dose in mol/kg body weight (higher means more acutely toxic).